From a dataset of NCI-60 drug combinations with 297,098 pairs across 59 cell lines. Regression. Given two drug SMILES strings and cell line genomic features, predict the synergy score measuring deviation from expected non-interaction effect. (1) Drug 2: CCCCCOC(=O)NC1=NC(=O)N(C=C1F)C2C(C(C(O2)C)O)O. Drug 1: CC1=CC2C(CCC3(C2CCC3(C(=O)C)OC(=O)C)C)C4(C1=CC(=O)CC4)C. Cell line: 786-0. Synergy scores: CSS=-0.532, Synergy_ZIP=0.919, Synergy_Bliss=1.48, Synergy_Loewe=-1.64, Synergy_HSA=-0.280. (2) Drug 1: C1CC(=O)NC(=O)C1N2CC3=C(C2=O)C=CC=C3N. Drug 2: CC12CCC3C(C1CCC2O)C(CC4=C3C=CC(=C4)O)CCCCCCCCCS(=O)CCCC(C(F)(F)F)(F)F. Cell line: MCF7. Synergy scores: CSS=20.4, Synergy_ZIP=-1.59, Synergy_Bliss=-3.49, Synergy_Loewe=-5.70, Synergy_HSA=-1.12. (3) Synergy scores: CSS=50.1, Synergy_ZIP=2.23, Synergy_Bliss=0.476, Synergy_Loewe=-8.14, Synergy_HSA=0.395. Drug 2: C1=NNC2=C1C(=O)NC=N2. Cell line: SK-OV-3. Drug 1: C1=CC(=CC=C1CCC2=CNC3=C2C(=O)NC(=N3)N)C(=O)NC(CCC(=O)O)C(=O)O. (4) Drug 2: C1=NNC2=C1C(=O)NC=N2. Synergy scores: CSS=2.92, Synergy_ZIP=-1.26, Synergy_Bliss=-1.44, Synergy_Loewe=0.858, Synergy_HSA=-1.11. Drug 1: CC1CCC2CC(C(=CC=CC=CC(CC(C(=O)C(C(C(=CC(C(=O)CC(OC(=O)C3CCCCN3C(=O)C(=O)C1(O2)O)C(C)CC4CCC(C(C4)OC)O)C)C)O)OC)C)C)C)OC. Cell line: NCI-H226.